Predict the product of the given reaction. From a dataset of Forward reaction prediction with 1.9M reactions from USPTO patents (1976-2016). (1) Given the reactants [CH2:1]([N:8]([CH2:24][C:25]1[CH:30]=[CH:29][CH:28]=[CH:27][CH:26]=1)[CH2:9][CH:10]([OH:23])[CH2:11][N:12]1C(=O)C2C(=CC=CC=2)C1=O)[C:2]1[CH:7]=[CH:6][CH:5]=[CH:4][CH:3]=1, predict the reaction product. The product is: [NH2:12][CH2:11][CH:10]([OH:23])[CH2:9][N:8]([CH2:1][C:2]1[CH:7]=[CH:6][CH:5]=[CH:4][CH:3]=1)[CH2:24][C:25]1[CH:30]=[CH:29][CH:28]=[CH:27][CH:26]=1. (2) Given the reactants O[CH2:2][C:3]1[N:4]=[C:5]([C:8]2[CH:13]=[CH:12][C:11]([N:14]3[CH:19]=[CH:18][CH:17]=[CH:16][C:15]3=[O:20])=[CH:10][C:9]=2[F:21])[NH:6][CH:7]=1.S(Cl)([Cl:24])=O, predict the reaction product. The product is: [Cl:24][CH2:2][C:3]1[N:4]=[C:5]([C:8]2[CH:13]=[CH:12][C:11]([N:14]3[CH:19]=[CH:18][CH:17]=[CH:16][C:15]3=[O:20])=[CH:10][C:9]=2[F:21])[NH:6][CH:7]=1. (3) Given the reactants [C:1]12([CH2:11][O:12][C:13]3[C:21]([Br:22])=[CH:20][C:16]([C:17]([OH:19])=[O:18])=[C:15]([F:23])[CH:14]=3)[CH2:10][CH:5]3[CH2:6][CH:7]([CH2:9][CH:3]([CH2:4]3)[CH2:2]1)[CH2:8]2.C(OC(O[C:27]([CH3:30])([CH3:29])[CH3:28])=O)(O[C:27]([CH3:30])([CH3:29])[CH3:28])=O, predict the reaction product. The product is: [C:1]12([CH2:11][O:12][C:13]3[C:21]([Br:22])=[CH:20][C:16]([C:17]([O:19][C:27]([CH3:30])([CH3:29])[CH3:28])=[O:18])=[C:15]([F:23])[CH:14]=3)[CH2:8][CH:7]3[CH2:9][CH:3]([CH2:4][CH:5]([CH2:6]3)[CH2:10]1)[CH2:2]2.